The task is: Predict the reaction yield, written as a fraction of the theoretical maximum amount of product (1.0 means a 100% yield; for example, 0.34 means a 34% yield).. This data is from Reaction yield outcomes from USPTO patents with 853,638 reactions. The reactants are [CH3:1][O:2][C:3]([C:5]1[S:6][C:7]([Br:11])=[CH:8][C:9]=1[NH2:10])=[O:4].[CH2:12]1[O:22][C:15]2([CH2:20][CH2:19][C:18](=O)[CH2:17][CH2:16]2)[O:14][CH2:13]1.C([Sn](Cl)(Cl)CCCC)CCC.C1([SiH3])C=CC=CC=1. The catalyst is C1COCC1. The product is [CH3:1][O:2][C:3]([C:5]1[S:6][C:7]([Br:11])=[CH:8][C:9]=1[NH:10][CH:18]1[CH2:19][CH2:20][C:15]2([O:22][CH2:12][CH2:13][O:14]2)[CH2:16][CH2:17]1)=[O:4]. The yield is 0.680.